The task is: Regression. Given a peptide amino acid sequence and an MHC pseudo amino acid sequence, predict their binding affinity value. This is MHC class I binding data.. This data is from Peptide-MHC class I binding affinity with 185,985 pairs from IEDB/IMGT. (1) The MHC is HLA-A11:01 with pseudo-sequence HLA-A11:01. The peptide sequence is NAISSRVDRY. The binding affinity (normalized) is 0.0944. (2) The peptide sequence is SFSFGGFTF. The MHC is HLA-A24:02 with pseudo-sequence HLA-A24:02. The binding affinity (normalized) is 0.901. (3) The peptide sequence is RPCFWVELI. The MHC is HLA-B53:01 with pseudo-sequence HLA-B53:01. The binding affinity (normalized) is 0.133. (4) The peptide sequence is YLLMHLVSL. The MHC is HLA-B08:01 with pseudo-sequence HLA-B08:01. The binding affinity (normalized) is 0.348. (5) The MHC is Patr-A0701 with pseudo-sequence Patr-A0701. The peptide sequence is LYGMWPLLL. The binding affinity (normalized) is 0.820. (6) The peptide sequence is RMAATAQVL. The MHC is HLA-E01:01 with pseudo-sequence HLA-E01:03. The binding affinity (normalized) is 0.596. (7) The peptide sequence is FTSDYPFYV. The MHC is HLA-A02:01 with pseudo-sequence HLA-A02:01. The binding affinity (normalized) is 0.962.